This data is from hERG Central: cardiac toxicity at 1µM, 10µM, and general inhibition. The task is: Predict hERG channel inhibition at various concentrations. The compound is O=[N+]([O-])c1ccc(Nc2nc(NCCO)nc(N3CCCC3)n2)cc1. Results: hERG_inhib (hERG inhibition (general)): blocker.